Predict the product of the given reaction. From a dataset of Forward reaction prediction with 1.9M reactions from USPTO patents (1976-2016). Given the reactants [Br:1][C:2]1[CH:7]=[CH:6][CH:5]=[CH:4][C:3]=1[CH2:8][CH2:9][OH:10].[H-].[Na+].I[CH3:14].[NH4+].[Cl-], predict the reaction product. The product is: [CH3:14][O:10][CH2:9][CH2:8][C:3]1[CH:4]=[CH:5][CH:6]=[CH:7][C:2]=1[Br:1].